Predict the reactants needed to synthesize the given product. From a dataset of Full USPTO retrosynthesis dataset with 1.9M reactions from patents (1976-2016). (1) Given the product [CH3:40][O:41][C:42](=[O:63])[C:43]1[CH:44]=[C:8]([C:7]2[CH:6]=[CH:5][C:4]([N:29]3[CH2:33][C@H:32]([CH2:34][NH:35][C:36](=[O:38])[CH3:37])[O:31][C:30]3=[O:39])=[CH:3][C:2]=2[F:1])[CH:13]=[N:12][C:11]=1[O:14][C@@H:15]1[CH2:20][O:19][C:18]2=[N:21][C:22]([N+:24]([O-:26])=[O:25])=[CH:23][N:17]2[CH2:16]1, predict the reactants needed to synthesize it. The reactants are: [F:1][C:2]1[CH:3]=[C:4]([N:29]2[CH2:33][C@H:32]([CH2:34][NH:35][C:36](=[O:38])[CH3:37])[O:31][C:30]2=[O:39])[CH:5]=[CH:6][C:7]=1[C:8]1C(OC)=N[C:11]([O:14][C@@H:15]2[CH2:20][O:19][C:18]3=[N:21][C:22]([N+:24]([O-:26])=[O:25])=[CH:23][N:17]3[CH2:16]2)=[N:12][CH:13]=1.[CH3:40][O:41][C:42](=[O:63])[C:43]1C=C(Br)C=N[C:44]=1O[C@@H]1COC2=NC([N+]([O-])=O)=CN2C1. (2) Given the product [Br:1][C:2]1[CH:3]=[CH:4][C:5]2[N:6]([C:8]([C:16]3[CH:17]=[CH:18][C:13]([Cl:12])=[CH:14][CH:15]=3)=[CH:9][N:10]=2)[CH:7]=1, predict the reactants needed to synthesize it. The reactants are: [Br:1][C:2]1[CH:3]=[CH:4][C:5]2[N:6]([C:8](I)=[CH:9][N:10]=2)[CH:7]=1.[Cl:12][C:13]1[CH:18]=[CH:17][C:16](B(O)O)=[CH:15][CH:14]=1.[O-]P([O-])([O-])=O.[K+].[K+].[K+].O. (3) Given the product [C:1]1([C:11]2[CH:12]=[C:13]([CH:16]=[O:17])[O:14][CH:15]=2)[CH:6]=[CH:5][CH:4]=[CH:3][CH:2]=1, predict the reactants needed to synthesize it. The reactants are: [C:1]1(B(O)O)[CH:6]=[CH:5][CH:4]=[CH:3][CH:2]=1.Br[C:11]1[CH:12]=[C:13]([CH:16]=[O:17])[O:14][CH:15]=1.C(=O)([O-])[O-].[Na+].[Na+]. (4) Given the product [Cl:21][C:22]1[CH:23]=[C:24]([N:29]2[CH2:34][CH2:33][N:32]([CH2:15][CH2:14][CH2:13][CH2:12][CH:5]3[C:4]4[C:8](=[CH:9][CH:10]=[C:2]([F:1])[CH:3]=4)[NH:7][C:6]3=[O:11])[CH2:31][CH2:30]2)[CH:25]=[CH:26][C:27]=1[Cl:28], predict the reactants needed to synthesize it. The reactants are: [F:1][C:2]1[CH:3]=[C:4]2[C:8](=[CH:9][CH:10]=1)[NH:7][C:6](=[O:11])[CH:5]2[CH2:12][CH2:13][CH2:14][CH2:15]OS(C)(=O)=O.[Cl:21][C:22]1[CH:23]=[C:24]([N:29]2[CH2:34][CH2:33][NH:32][CH2:31][CH2:30]2)[CH:25]=[CH:26][C:27]=1[Cl:28].